This data is from Catalyst prediction with 721,799 reactions and 888 catalyst types from USPTO. The task is: Predict which catalyst facilitates the given reaction. Reactant: [CH3:1][C:2]([CH3:33])([CH3:32])[CH2:3][C:4]([NH:6][C:7]1[CH:8]=[C:9]2[C:13](=[CH:14][CH:15]=1)[N:12]([CH2:16][C:17]1[CH:22]=[CH:21][CH:20]=[CH:19][C:18]=1[C:23]([F:26])([F:25])[F:24])[C:11]([C:27]([O:29]CC)=[O:28])=[CH:10]2)=[O:5].[OH-].[Li+]. Product: [CH3:1][C:2]([CH3:33])([CH3:32])[CH2:3][C:4]([NH:6][C:7]1[CH:8]=[C:9]2[C:13](=[CH:14][CH:15]=1)[N:12]([CH2:16][C:17]1[CH:22]=[CH:21][CH:20]=[CH:19][C:18]=1[C:23]([F:24])([F:25])[F:26])[C:11]([C:27]([OH:29])=[O:28])=[CH:10]2)=[O:5]. The catalyst class is: 92.